From a dataset of Full USPTO retrosynthesis dataset with 1.9M reactions from patents (1976-2016). Predict the reactants needed to synthesize the given product. The reactants are: FC(F)(F)C1C=C(S(O[CH2:13][C@@H:14]([NH:16][S:17]([C:20]2[CH:25]=[CH:24][CH:23]=[C:22]([C:26]([F:29])([F:28])[F:27])[CH:21]=2)(=[O:19])=[O:18])[CH3:15])(=O)=O)C=CC=1.CC([O-])(C)C.[K+]. Given the product [CH3:13][CH:14]1[CH2:15][N@@:16]1[S:17]([C:20]1[CH:25]=[CH:24][CH:23]=[C:22]([C:26]([F:29])([F:28])[F:27])[CH:21]=1)(=[O:19])=[O:18], predict the reactants needed to synthesize it.